Dataset: Reaction yield outcomes from USPTO patents with 853,638 reactions. Task: Predict the reaction yield, written as a fraction of the theoretical maximum amount of product (1.0 means a 100% yield; for example, 0.34 means a 34% yield). (1) The reactants are [NH2:1][C:2]([C:4]1[CH:5]=[N:6][C:7]2[C:12]([C:13]=1[NH:14][C:15]1[CH:16]=[C:17]([CH:22]=[CH:23][CH:24]=1)[C:18]([O:20][CH3:21])=[O:19])=[CH:11][C:10]([O:25][CH3:26])=[C:9](Cl)[CH:8]=2)=[O:3].[CH3:28][C:29]1[C:33](B2OC(C)(C)C(C)(C)O2)=[C:32]([CH3:43])[NH:31][N:30]=1.C(=O)([O-])[O-].[K+].[K+]. The catalyst is O1CCOCC1.O.CC(C)([P](C(C)(C)C)([Pd][P](C(C)(C)C)(C(C)(C)C)C(C)(C)C)C(C)(C)C)C. The product is [NH2:1][C:2]([C:4]1[CH:5]=[N:6][C:7]2[C:12]([C:13]=1[NH:14][C:15]1[CH:16]=[C:17]([CH:22]=[CH:23][CH:24]=1)[C:18]([O:20][CH3:21])=[O:19])=[CH:11][C:10]([O:25][CH3:26])=[C:9]([C:33]1[C:29]([CH3:28])=[N:30][NH:31][C:32]=1[CH3:43])[CH:8]=2)=[O:3]. The yield is 0.350. (2) The reactants are [C:1](=[O:16])([O:14][CH3:15])[O:2][C:3]1[CH:8]=[C:7]([N+:9]([O-:11])=[O:10])[C:6](Br)=[CH:5][C:4]=1[CH3:13].[CH3:17][N:18]([CH3:22])[CH2:19][C:20]#[CH:21].ClC(OC)=O. The yield is 0.200. The catalyst is ClCCl.Cl[Pd](Cl)([P](C1C=CC=CC=1)(C1C=CC=CC=1)C1C=CC=CC=1)[P](C1C=CC=CC=1)(C1C=CC=CC=1)C1C=CC=CC=1.[Cu]I.C(N(CC)CC)C.CN(C=O)C. The product is [C:1](=[O:16])([O:14][CH3:15])[O:2][C:3]1[CH:8]=[C:7]([N+:9]([O-:11])=[O:10])[C:6]([C:21]#[C:20][CH2:19][N:18]([CH3:22])[CH3:17])=[CH:5][C:4]=1[CH3:13]. (3) The reactants are C([O:4][CH2:5][C:6](Cl)=[O:7])(=O)C.[CH3:9][C:10]1[CH:11]=[C:12]([NH:24][C:25]2[C:34]3[C:29](=[CH:30][CH:31]=[C:32]([O:35][CH:36]4[CH2:41][CH2:40][NH:39][CH2:38][CH2:37]4)[CH:33]=3)[N:28]=[CH:27][N:26]=2)[CH:13]=[CH:14][C:15]=1[O:16][C:17]1[CH:18]=[N:19][C:20]([CH3:23])=[CH:21][CH:22]=1.C(N(CC)CC)C.N1CCCC1. The catalyst is C(Cl)Cl. The product is [CH3:9][C:10]1[CH:11]=[C:12]([NH:24][C:25]2[C:34]3[C:29](=[CH:30][CH:31]=[C:32]([O:35][CH:36]4[CH2:41][CH2:40][N:39]([C:5](=[O:4])[CH2:6][OH:7])[CH2:38][CH2:37]4)[CH:33]=3)[N:28]=[CH:27][N:26]=2)[CH:13]=[CH:14][C:15]=1[O:16][C:17]1[CH:18]=[N:19][C:20]([CH3:23])=[CH:21][CH:22]=1. The yield is 0.410. (4) The reactants are [Br:1][C:2]1[CH:3]=[C:4]([CH:6]=[C:7]([Br:9])[CH:8]=1)[NH2:5].[N+]([C:13]1[CH:14]=C(S([O-])(=O)=O)C=C[CH:18]=1)([O-])=O.[Na+].CS(O)(=O)=O.[Al].OCC(CO)O.[OH-].[Na+]. The catalyst is C(Cl)Cl.O.O.O.O.O.O.O.O.S([O-])([O-])(=O)=O.[Fe+2]. The product is [Br:1][C:2]1[CH:8]=[C:7]([Br:9])[CH:6]=[C:4]2[C:3]=1[CH:18]=[CH:13][CH:14]=[N:5]2. The yield is 0.560. (5) The reactants are [Cl-].C([NH+](CC)CC)C.[N-:9]=[N+:10]=[N-:11].[Na+].[F:13][C:14]1[CH:19]=[CH:18][C:17]([CH2:20][C:21]#[N:22])=[CH:16][CH:15]=1.O. The catalyst is C1(C)C=CC=CC=1. The product is [F:13][C:14]1[CH:19]=[CH:18][C:17]([CH2:20][C:21]2[NH:22][N:11]=[N:10][N:9]=2)=[CH:16][CH:15]=1. The yield is 0.720.